This data is from Peptide-MHC class II binding affinity with 134,281 pairs from IEDB. The task is: Regression. Given a peptide amino acid sequence and an MHC pseudo amino acid sequence, predict their binding affinity value. This is MHC class II binding data. The peptide sequence is RPTAWFLPSIRAANV. The MHC is HLA-DQA10201-DQB10301 with pseudo-sequence HLA-DQA10201-DQB10301. The binding affinity (normalized) is 0.530.